Predict the reaction yield, written as a fraction of the theoretical maximum amount of product (1.0 means a 100% yield; for example, 0.34 means a 34% yield). From a dataset of Reaction yield outcomes from USPTO patents with 853,638 reactions. (1) The reactants are [Br:1][C:2]1[CH:3]=[C:4]([C:23]([O:25][CH3:26])=[O:24])[C:5]([CH3:22])=[C:6]([NH:8][CH:9]2[CH2:14][CH2:13][N:12]([C:15]([O:17][C:18]([CH3:21])([CH3:20])[CH3:19])=[O:16])[CH2:11][CH2:10]2)[CH:7]=1.[CH:27](=O)[CH3:28].C(O)(=O)C.C(O[BH-](OC(=O)C)OC(=O)C)(=O)C.[Na+]. The catalyst is ClC(Cl)C. The product is [Br:1][C:2]1[CH:3]=[C:4]([C:23]([O:25][CH3:26])=[O:24])[C:5]([CH3:22])=[C:6]([N:8]([CH2:27][CH3:28])[CH:9]2[CH2:14][CH2:13][N:12]([C:15]([O:17][C:18]([CH3:19])([CH3:20])[CH3:21])=[O:16])[CH2:11][CH2:10]2)[CH:7]=1. The yield is 0.934. (2) The reactants are [C:1]12([C:11](=[O:19])[CH2:12][S:13][C:14]3[S:15][CH:16]=[CH:17][CH:18]=3)[CH2:10][CH:5]3[CH2:6][CH:7]([CH2:9][CH:3]([CH2:4]3)[CH2:2]1)[CH2:8]2.C1C=C(Cl)C=C(C(OO)=[O:28])C=1. The catalyst is C(Cl)Cl. The product is [C:1]12([C:11](=[O:19])[CH2:12][S:13]([C:14]3[S:15][CH:16]=[CH:17][CH:18]=3)=[O:28])[CH2:10][CH:5]3[CH2:6][CH:7]([CH2:9][CH:3]([CH2:4]3)[CH2:2]1)[CH2:8]2. The yield is 0.890. (3) The reactants are [Br:1][C:2]1(Br)[CH2:10][CH2:9][C:5]2[CH:6]=[CH:7][S:8][C:4]=2[C:3]1=[O:11].C(=O)([O-])[O-].[Na+].[Na+]. The catalyst is CN(C)C=O. The product is [Br:1][C:2]1[CH:10]=[CH:9][C:5]2[CH:6]=[CH:7][S:8][C:4]=2[C:3]=1[OH:11]. The yield is 0.770. (4) The reactants are [CH2:1]([O:8][C@@H:9]1[C@@H:18]([O:19][CH2:20][C:21]2[CH:26]=[CH:25][CH:24]=[CH:23][CH:22]=2)[C@H:17]([O:27][C@@H:28]2[O:57][C@H:56]([CH2:58]O)[C@@H:47]([O:48][CH2:49][C:50]3[CH:55]=[CH:54][CH:53]=[CH:52][CH:51]=3)[C@H:38]([O:39][CH2:40][C:41]3[CH:46]=[CH:45][CH:44]=[CH:43][CH:42]=3)[C@H:29]2[O:30][CH2:31][C:32]2[CH:37]=[CH:36][CH:35]=[CH:34][CH:33]=2)[C@@H:16]([CH2:60][O:61][CH2:62][C:63]2[CH:68]=[CH:67][CH:66]=[CH:65][CH:64]=2)[O:15][CH:10]1[O:11][CH2:12][CH:13]=[CH2:14])[C:2]1[CH:7]=[CH:6][CH:5]=[CH:4][CH:3]=1.C(N(S(F)(F)[F:75])CC)C.CO.C(OCC)(=O)C. The catalyst is COCCOC. The product is [CH2:1]([O:8][C@@H:9]1[C@@H:18]([O:19][CH2:20][C:21]2[CH:26]=[CH:25][CH:24]=[CH:23][CH:22]=2)[C@H:17]([O:27][C@@H:28]2[O:57][C@H:56]([CH2:58][F:75])[C@@H:47]([O:48][CH2:49][C:50]3[CH:55]=[CH:54][CH:53]=[CH:52][CH:51]=3)[C@H:38]([O:39][CH2:40][C:41]3[CH:46]=[CH:45][CH:44]=[CH:43][CH:42]=3)[C@H:29]2[O:30][CH2:31][C:32]2[CH:37]=[CH:36][CH:35]=[CH:34][CH:33]=2)[C@@H:16]([CH2:60][O:61][CH2:62][C:63]2[CH:68]=[CH:67][CH:66]=[CH:65][CH:64]=2)[O:15][C@@H:10]1[O:11][CH2:12][CH:13]=[CH2:14])[C:2]1[CH:7]=[CH:6][CH:5]=[CH:4][CH:3]=1. The yield is 0.780. (5) The reactants are [Cl:1][C:2]1[N:10]([CH2:11][CH:12]=[CH2:13])[C:9]2[C:8](=[O:14])[NH:7][C:6](=[O:15])[NH:5][C:4]=2[N:3]=1.I[CH2:17][CH2:18][CH3:19].C(=O)([O-])[O-].[Na+].[Na+]. The catalyst is CN(C=O)C. The product is [Cl:1][C:2]1[N:10]([CH2:11][CH:12]=[CH2:13])[C:9]2[C:8](=[O:14])[NH:7][C:6](=[O:15])[N:5]([CH2:17][CH2:18][CH3:19])[C:4]=2[N:3]=1. The yield is 0.460. (6) The reactants are [N:1]12[CH2:8][CH2:7][C:4]([C:9]([C:21]3[CH:30]=[CH:29][C:28]4[C:23](=[CH:24][CH:25]=[CH:26][CH:27]=4)[CH:22]=3)([C:11]3[CH:20]=[CH:19][C:18]4[C:13](=[CH:14][CH:15]=[CH:16][CH:17]=4)[CH:12]=3)[OH:10])([CH2:5][CH2:6]1)[CH2:3][CH2:2]2.[C:31]1([CH2:37][O:38][CH2:39][CH2:40][Br:41])[CH:36]=[CH:35][CH:34]=[CH:33][CH:32]=1. The catalyst is CC#N. The product is [Br-:41].[OH:10][C:9]([C:21]1[CH:30]=[CH:29][C:28]2[C:23](=[CH:24][CH:25]=[CH:26][CH:27]=2)[CH:22]=1)([C:11]1[CH:20]=[CH:19][C:18]2[C:13](=[CH:14][CH:15]=[CH:16][CH:17]=2)[CH:12]=1)[C:4]12[CH2:3][CH2:2][N+:1]([CH2:40][CH2:39][O:38][CH2:37][C:31]3[CH:36]=[CH:35][CH:34]=[CH:33][CH:32]=3)([CH2:6][CH2:5]1)[CH2:8][CH2:7]2. The yield is 0.250. (7) The reactants are C([O:5][C:6](=[O:43])[CH2:7][N:8]([CH2:33][C:34]1[CH:42]=[CH:41][C:37]([C:38](O)=O)=[CH:36][CH:35]=1)[C:9](=[O:32])[C:10]1[CH:15]=[CH:14][C:13]([NH:16][C:17](=[O:31])[CH2:18][C:19]2[CH:24]=[CH:23][C:22]([O:25][CH3:26])=[CH:21][C:20]=2[C:27]([F:30])([F:29])[F:28])=[CH:12][CH:11]=1)(C)(C)C.CN1CCOCC1.ClC(OCC(C)C)=O.[OH:59][NH:60][C:61](=[NH:68])[C:62]1[CH:67]=[CH:66][CH:65]=[CH:64][CH:63]=1. The catalyst is O1CCOCC1.CN(C=O)C. The product is [CH3:26][O:25][C:22]1[CH:23]=[CH:24][C:19]([CH2:18][C:17]([NH:16][C:13]2[CH:12]=[CH:11][C:10]([C:9]([N:8]([CH2:7][C:6]([OH:43])=[O:5])[CH2:33][C:34]3[CH:42]=[CH:41][C:37]([C:38]4[O:59][N:60]=[C:61]([C:62]5[CH:67]=[CH:66][CH:65]=[CH:64][CH:63]=5)[N:68]=4)=[CH:36][CH:35]=3)=[O:32])=[CH:15][CH:14]=2)=[O:31])=[C:20]([C:27]([F:28])([F:30])[F:29])[CH:21]=1. The yield is 0.140. (8) The reactants are [NH2:1][C:2]1[C:7]([C:8]([F:11])([F:10])[F:9])=[CH:6][C:5]([C:12]([F:15])([F:14])[F:13])=[CH:4][C:3]=1[NH:16][C:17](=O)[CH2:18][NH:19][C:20](=[O:26])[O:21][C:22]([CH3:25])([CH3:24])[CH3:23]. The catalyst is C1COCC1.CC(O)=O. The product is [F:11][C:8]([F:10])([F:9])[C:7]1[C:2]2[N:1]=[C:17]([CH2:18][NH:19][C:20](=[O:26])[O:21][C:22]([CH3:24])([CH3:23])[CH3:25])[NH:16][C:3]=2[CH:4]=[C:5]([C:12]([F:14])([F:15])[F:13])[CH:6]=1. The yield is 0.540.